Dataset: Peptide-MHC class I binding affinity with 185,985 pairs from IEDB/IMGT. Task: Regression. Given a peptide amino acid sequence and an MHC pseudo amino acid sequence, predict their binding affinity value. This is MHC class I binding data. (1) The binding affinity (normalized) is 0.481. The MHC is HLA-B57:01 with pseudo-sequence HLA-B57:01. The peptide sequence is TVIPFYFVW. (2) The peptide sequence is AAREELAAL. The MHC is HLA-B07:02 with pseudo-sequence HLA-B07:02. The binding affinity (normalized) is 0.330. (3) The peptide sequence is RRGWEVLKY. The MHC is HLA-B08:01 with pseudo-sequence HLA-B08:01. The binding affinity (normalized) is 0. (4) The peptide sequence is IFVDTMSIY. The MHC is HLA-A33:01 with pseudo-sequence HLA-A33:01. The binding affinity (normalized) is 0.0501.